From a dataset of Reaction yield outcomes from USPTO patents with 853,638 reactions. Predict the reaction yield, written as a fraction of the theoretical maximum amount of product (1.0 means a 100% yield; for example, 0.34 means a 34% yield). (1) The reactants are C(N1CCN(C2C=CC([NH:20][C:21]3[C:26]([F:27])=[CH:25][N:24]=[C:23](Cl)[N:22]=3)=CC=2)CC1)C1C=CC=CC=1.[CH2:29]1[CH2:39][O:38][C:37]2[CH:36]=[CH:35][C:33]([NH2:34])=[CH:32][C:31]=2[O:30]1. No catalyst specified. The product is [CH2:29]1[CH2:39][O:38][C:37]2[CH:36]=[CH:35][C:33]([NH:34][C:23]3[N:22]=[C:21]([NH2:20])[C:26]([F:27])=[CH:25][N:24]=3)=[CH:32][C:31]=2[O:30]1. The yield is 0.630. (2) The catalyst is C(Cl)Cl. The product is [Cl:8][C:5]1[S:4][C:3]([NH:2][C:16](=[O:17])[O:18][C:19]2[CH:20]=[CH:21][C:22]([N+:25]([O-:27])=[O:26])=[CH:23][CH:24]=2)=[N:7][CH:6]=1. The reactants are Cl.[NH2:2][C:3]1[S:4][C:5]([Cl:8])=[CH:6][N:7]=1.N1C=CC=CC=1.Cl[C:16]([O:18][C:19]1[CH:24]=[CH:23][C:22]([N+:25]([O-:27])=[O:26])=[CH:21][CH:20]=1)=[O:17]. The yield is 0.560. (3) The yield is 0.939. The reactants are [NH2:1][C:2]1[C:11]2[C:6](=[C:7](Br)[CH:8]=[CH:9][CH:10]=2)[N:5]=[N:4][C:3]=1[C:13]([NH:15][CH2:16][CH2:17][CH3:18])=[O:14].[CH3:19][O:20][C:21]1[CH:22]=[C:23](B2OC(C)(C)C(C)(C)O2)[CH:24]=[C:25]([O:27][CH3:28])[CH:26]=1. The product is [NH2:1][C:2]1[C:11]2[C:6](=[C:7]([C:23]3[CH:22]=[C:21]([O:20][CH3:19])[CH:26]=[C:25]([O:27][CH3:28])[CH:24]=3)[CH:8]=[CH:9][CH:10]=2)[N:5]=[N:4][C:3]=1[C:13]([NH:15][CH2:16][CH2:17][CH3:18])=[O:14]. No catalyst specified. (4) The reactants are [C:1]([N:8]1[CH2:13][CH2:12][C:11](=O)[CH2:10][CH2:9]1)([O:3][C:4]([CH3:7])([CH3:6])[CH3:5])=[O:2].[N:15]1[C:24]2[CH:23]([NH2:25])[CH2:22][CH2:21][CH2:20][C:19]=2[CH:18]=[CH:17][CH:16]=1.C(O[BH-](OC(=O)C)OC(=O)C)(=O)C.[Na+].C(O)(=O)C. The catalyst is C1COCC1. The product is [C:4]([O:3][C:1]([N:8]1[CH2:13][CH2:12][CH:11]([NH:25][CH:23]2[C:24]3[N:15]=[CH:16][CH:17]=[CH:18][C:19]=3[CH2:20][CH2:21][CH2:22]2)[CH2:10][CH2:9]1)=[O:2])([CH3:7])([CH3:6])[CH3:5]. The yield is 0.980. (5) The reactants are [CH3:1][O:2][C:3]([C:5]1[S:6][C:7]([Br:30])=[CH:8][C:9]=1[N:10]([CH:20]1[CH2:29][CH2:28][C:23]2(OCC[O:24]2)[CH2:22][CH2:21]1)[C:11]([C@H:13]1[CH2:18][CH2:17][C@H:16]([CH3:19])[CH2:15][CH2:14]1)=[O:12])=[O:4].Cl. The catalyst is O1CCCC1. The product is [CH3:1][O:2][C:3]([C:5]1[S:6][C:7]([Br:30])=[CH:8][C:9]=1[N:10]([C:11]([C@H:13]1[CH2:14][CH2:15][C@H:16]([CH3:19])[CH2:17][CH2:18]1)=[O:12])[CH:20]1[CH2:29][CH2:28][C:23](=[O:24])[CH2:22][CH2:21]1)=[O:4]. The yield is 0.950. (6) The reactants are [B:10]1([B:10]2[O:14][C:13]([CH3:16])([CH3:15])[C:12]([CH3:18])([CH3:17])[O:11]2)[O:14][C:13]([CH3:16])([CH3:15])[C:12]([CH3:18])([CH3:17])[O:11]1.C([O-])(=O)C.[Na+].Br[C:25]1[CH:26]=[C:27]2[C:33]([C:34]3[CH:39]=[CH:38][CH:37]=[CH:36][C:35]=3[O:40][CH3:41])=[N:32][N:31]([CH2:42][O:43][CH2:44][CH2:45][Si:46]([CH3:49])([CH3:48])[CH3:47])[C:28]2=[N:29][CH:30]=1. The catalyst is CN(C=O)C. The product is [CH3:41][O:40][C:35]1[CH:36]=[CH:37][CH:38]=[CH:39][C:34]=1[C:33]1[C:27]2[C:28](=[N:29][CH:30]=[C:25]([B:10]3[O:11][C:12]([CH3:17])([CH3:18])[C:13]([CH3:15])([CH3:16])[O:14]3)[CH:26]=2)[N:31]([CH2:42][O:43][CH2:44][CH2:45][Si:46]([CH3:47])([CH3:49])[CH3:48])[N:32]=1. The yield is 1.23.